This data is from Full USPTO retrosynthesis dataset with 1.9M reactions from patents (1976-2016). The task is: Predict the reactants needed to synthesize the given product. Given the product [CH3:1][O:2][CH2:3][CH:4]1[CH2:9][CH2:8][CH:7]([C:20]#[N:21])[CH2:6][CH2:5]1, predict the reactants needed to synthesize it. The reactants are: [CH3:1][O:2][CH2:3][CH:4]1[CH2:9][CH2:8][C:7](=O)[CH2:6][CH2:5]1.C1(C)C(S([CH2:20][N+:21]#[C-])(=O)=O)=CC=CC=1.CC(C)([O-])C.[K+].